Task: Predict the reactants needed to synthesize the given product.. Dataset: Full USPTO retrosynthesis dataset with 1.9M reactions from patents (1976-2016) (1) Given the product [CH3:9][O:8][C:5]1[CH:6]=[CH:7][C:2]([N:23]2[CH2:24][CH2:25][CH2:26][CH:21]([NH:20][C:13](=[O:14])[O:15][C:16]([CH3:18])([CH3:17])[CH3:19])[CH2:22]2)=[C:3]([N+:10]([O-:12])=[O:11])[CH:4]=1, predict the reactants needed to synthesize it. The reactants are: Cl[C:2]1[CH:7]=[CH:6][C:5]([O:8][CH3:9])=[CH:4][C:3]=1[N+:10]([O-:12])=[O:11].[C:13]([NH:20][CH:21]1[CH2:26][CH2:25][CH2:24][NH:23][CH2:22]1)([O:15][C:16]([CH3:19])([CH3:18])[CH3:17])=[O:14]. (2) Given the product [Cl:15][C:16]1[CH:24]=[CH:23][CH:22]=[CH:21][C:17]=1[C:18]([NH:14][CH2:13][C:5]12[CH2:11][CH:9]3[CH2:8][CH:7]([CH2:12][C:3]([Cl:2])([CH2:10]3)[CH2:4]1)[CH2:6]2)=[O:19], predict the reactants needed to synthesize it. The reactants are: Cl.[Cl:2][C:3]12[CH2:12][CH:7]3[CH2:8][CH:9]([CH2:11][C:5]([CH2:13][NH2:14])([CH2:6]3)[CH2:4]1)[CH2:10]2.[Cl:15][C:16]1[CH:24]=[CH:23][CH:22]=[CH:21][C:17]=1[C:18](Cl)=[O:19]. (3) The reactants are: [OH-].[K+].[CH3:3][O:4][C:5]1[CH:6]=[CH:7][C:8]2[N:9]([N:11]=[C:12]([C:25]3[CH:30]=[CH:29][CH:28]=[CH:27][C:26]=3[C:31]([F:34])([F:33])[F:32])[C:13]=2[CH2:14][C:15]2[N:20]=[C:19]([C:21]([O:23]C)=[O:22])[CH:18]=[CH:17][CH:16]=2)[CH:10]=1.Cl. Given the product [CH3:3][O:4][C:5]1[CH:6]=[CH:7][C:8]2[N:9]([N:11]=[C:12]([C:25]3[CH:30]=[CH:29][CH:28]=[CH:27][C:26]=3[C:31]([F:33])([F:34])[F:32])[C:13]=2[CH2:14][C:15]2[N:20]=[C:19]([C:21]([OH:23])=[O:22])[CH:18]=[CH:17][CH:16]=2)[CH:10]=1, predict the reactants needed to synthesize it. (4) Given the product [C:1]([O:5][C:6](=[O:9])[CH2:7]/[N:8]=[CH:14]/[C:13]1[CH:16]=[CH:17][CH:18]=[C:11]([Cl:10])[CH:12]=1)([CH3:4])([CH3:3])[CH3:2], predict the reactants needed to synthesize it. The reactants are: [C:1]([O:5][C:6](=[O:9])[CH2:7][NH2:8])([CH3:4])([CH3:3])[CH3:2].[Cl:10][C:11]1[CH:12]=[C:13]([CH:16]=[CH:17][CH:18]=1)[CH:14]=O.